Task: Predict the product of the given reaction.. Dataset: Forward reaction prediction with 1.9M reactions from USPTO patents (1976-2016) (1) Given the reactants C(OC([N:8]1[CH2:12][CH2:11][C:10]([NH:15][C:16]([C:18]2[N:19]=[N:20][C:21]([CH2:37][CH2:38][CH2:39][CH3:40])=[C:22]([C:24]3[CH:29]=[CH:28][C:27]([O:30][CH:31]4[CH2:36][CH2:35][CH2:34][CH2:33][CH2:32]4)=[CH:26][CH:25]=3)[CH:23]=2)=[O:17])([CH2:13][OH:14])[CH2:9]1)=O)(C)(C)C.[ClH:41], predict the reaction product. The product is: [ClH:41].[ClH:41].[OH:14][CH2:13][C:10]1([NH:15][C:16]([C:18]2[N:19]=[N:20][C:21]([CH2:37][CH2:38][CH2:39][CH3:40])=[C:22]([C:24]3[CH:29]=[CH:28][C:27]([O:30][CH:31]4[CH2:36][CH2:35][CH2:34][CH2:33][CH2:32]4)=[CH:26][CH:25]=3)[CH:23]=2)=[O:17])[CH2:11][CH2:12][NH:8][CH2:9]1. (2) Given the reactants [Cl:1][C:2]1[CH:11]=[C:10]([Cl:12])[CH:9]=[CH:8][C:3]=1[O:4][CH2:5][CH2:6][NH2:7].[CH3:13][O:14][C:15](=[O:38])[CH2:16][C:17]1[CH:22]=[CH:21][C:20]([C:23]2[O:27][N:26]=[C:25]([C:28]3[CH:33]=[CH:32][CH:31]=[CH:30][CH:29]=3)[C:24]=2[C:34](Cl)=[O:35])=[C:19]([Cl:37])[CH:18]=1.O, predict the reaction product. The product is: [CH3:13][O:14][C:15](=[O:38])[CH2:16][C:17]1[CH:22]=[CH:21][C:20]([C:23]2[O:27][N:26]=[C:25]([C:28]3[CH:33]=[CH:32][CH:31]=[CH:30][CH:29]=3)[C:24]=2[C:34](=[O:35])[NH:7][CH2:6][CH2:5][O:4][C:3]2[CH:8]=[CH:9][C:10]([Cl:12])=[CH:11][C:2]=2[Cl:1])=[C:19]([Cl:37])[CH:18]=1. (3) Given the reactants [F:1][CH:2]([F:29])[C:3]1[CH:7]=[C:6]([CH:8]([F:10])[F:9])[N:5]([CH2:11][C:12]([N:14]2[CH2:19][CH2:18][N:17]([C:20]3[N:25]=[C:24]([C:26]([OH:28])=[O:27])[CH:23]=[CH:22][CH:21]=3)[CH2:16][CH2:15]2)=[O:13])[N:4]=1.[CH:30]1(O)[C:39]2[C:34](=[CH:35][CH:36]=[CH:37][CH:38]=2)[CH2:33][CH2:32][CH2:31]1.C(N=C=NCCCN(C)C)C.O, predict the reaction product. The product is: [F:29][CH:2]([F:1])[C:3]1[CH:7]=[C:6]([CH:8]([F:9])[F:10])[N:5]([CH2:11][C:12]([N:14]2[CH2:15][CH2:16][N:17]([C:20]3[N:25]=[C:24]([C:26]([O:28][CH:38]4[C:39]5[C:34](=[CH:33][CH:32]=[CH:31][CH:30]=5)[CH2:35][CH2:36][CH2:37]4)=[O:27])[CH:23]=[CH:22][CH:21]=3)[CH2:18][CH2:19]2)=[O:13])[N:4]=1. (4) Given the reactants [O:1]1[CH:5]=[CH:4][CH:3]=[C:2]1[C:6]1[N:7]=[C:8]([NH:19][C:20](=[O:26])[O:21][C:22]([CH3:25])([CH3:24])[CH3:23])[S:9][C:10]=1[C:11]([CH:13]1[CH2:18][CH2:17][S:16][CH2:15][CH2:14]1)=[O:12].ClC1C=CC=C(C(OO)=[O:35])C=1.O, predict the reaction product. The product is: [O:1]1[CH:5]=[CH:4][CH:3]=[C:2]1[C:6]1[N:7]=[C:8]([NH:19][C:20](=[O:26])[O:21][C:22]([CH3:23])([CH3:25])[CH3:24])[S:9][C:10]=1[C:11]([CH:13]1[CH2:14][CH2:15][S:16](=[O:35])[CH2:17][CH2:18]1)=[O:12]. (5) Given the reactants C(OC[N:9]1[C:13]2[N:14]=[N:15][CH:16]=[C:17]([C:18]3[CH:19]=[N:20][N:21]([C@@H:23]([C:27]4[CH:32]=[CH:31][CH:30]=[CH:29][CH:28]=4)[CH2:24][C:25]#[N:26])[CH:22]=3)[C:12]=2[CH:11]=[CH:10]1)(=O)C(C)(C)C.[OH-].[Na+], predict the reaction product. The product is: [N:14]1[C:13]2[NH:9][CH:10]=[CH:11][C:12]=2[C:17]([C:18]2[CH:19]=[N:20][N:21]([C@@H:23]([C:27]3[CH:32]=[CH:31][CH:30]=[CH:29][CH:28]=3)[CH2:24][C:25]#[N:26])[CH:22]=2)=[CH:16][N:15]=1. (6) Given the reactants [Br:1][C:2]1[N:6]([CH2:7][CH3:8])[CH:5]=[C:4]([C:9]([O:11]C)=[O:10])[CH:3]=1.[OH-].[Na+].Cl, predict the reaction product. The product is: [Br:1][C:2]1[N:6]([CH2:7][CH3:8])[CH:5]=[C:4]([C:9]([OH:11])=[O:10])[CH:3]=1. (7) Given the reactants C[O:2][C:3]1[CH:8]=[CH:7][C:6]([CH3:9])=[CH:5][C:4]=1[C:10](=[O:21])[CH2:11][CH2:12][CH2:13][CH2:14][CH2:15][CH2:16][C:17]([O:19][CH3:20])=[O:18].B(Br)(Br)Br.O, predict the reaction product. The product is: [OH:2][C:3]1[CH:8]=[CH:7][C:6]([CH3:9])=[CH:5][C:4]=1[C:10](=[O:21])[CH2:11][CH2:12][CH2:13][CH2:14][CH2:15][CH2:16][C:17]([O:19][CH3:20])=[O:18]. (8) Given the reactants [C:1]([C:5]1[CH:9]=[C:8]([NH:10][C:11]([NH:13][C:14]2[CH:19]=[CH:18][CH:17]=[C:16]([C:20]#[C:21][C:22]3[CH:23]=[N:24][C:25](Cl)=[N:26][CH:27]=3)[CH:15]=2)=[O:12])[N:7]([CH3:29])[N:6]=1)([CH3:4])([CH3:3])[CH3:2].[N:30]1([CH2:36][CH2:37][CH2:38][NH2:39])[CH2:35][CH2:34][CH2:33][CH2:32][CH2:31]1.Cl, predict the reaction product. The product is: [C:1]([C:5]1[CH:9]=[C:8]([NH:10][C:11]([NH:13][C:14]2[CH:19]=[CH:18][CH:17]=[C:16]([C:20]#[C:21][C:22]3[CH:23]=[N:24][C:25]([NH:39][CH2:38][CH2:37][CH2:36][N:30]4[CH2:35][CH2:34][CH2:33][CH2:32][CH2:31]4)=[N:26][CH:27]=3)[CH:15]=2)=[O:12])[N:7]([CH3:29])[N:6]=1)([CH3:4])([CH3:3])[CH3:2].